From a dataset of Catalyst prediction with 721,799 reactions and 888 catalyst types from USPTO. Predict which catalyst facilitates the given reaction. (1) Reactant: [F:1][C:2]([F:8])([F:7])[C:3]([CH3:6])([OH:5])[CH3:4].CCN(C(C)C)C(C)C.[C:18](=O)([O:26]C1C=CC=CN=1)[O:19][C:20]1[CH:25]=[CH:24][CH:23]=[CH:22][N:21]=1. Product: [C:18](=[O:26])([O:5][C:3]([CH3:6])([CH3:4])[C:2]([F:8])([F:7])[F:1])[O:19][C:20]1[CH:25]=[CH:24][CH:23]=[CH:22][N:21]=1. The catalyst class is: 142. (2) Reactant: [CH3:1][O:2][C:3]1[CH:4]=[C:5]2[C:10](=[CH:11][CH:12]=1)[C:9]([OH:13])=[C:8]([C:14]1[CH:19]=[CH:18][CH:17]=[CH:16][CH:15]=1)[C:7]([CH3:20])=[CH:6]2.F[C:22]1[CH:29]=[CH:28][C:25]([CH:26]=[O:27])=[CH:24][CH:23]=1.C([O-])([O-])=O.[Cs+].[Cs+]. Product: [CH3:1][O:2][C:3]1[CH:4]=[C:5]2[C:10](=[CH:11][CH:12]=1)[C:9]([O:13][C:22]1[CH:29]=[CH:28][C:25]([CH:26]=[O:27])=[CH:24][CH:23]=1)=[C:8]([C:14]1[CH:15]=[CH:16][CH:17]=[CH:18][CH:19]=1)[C:7]([CH3:20])=[CH:6]2. The catalyst class is: 3.